From a dataset of Peptide-MHC class II binding affinity with 134,281 pairs from IEDB. Regression. Given a peptide amino acid sequence and an MHC pseudo amino acid sequence, predict their binding affinity value. This is MHC class II binding data. (1) The peptide sequence is VFVIREPFISCSHLE. The MHC is DRB1_0802 with pseudo-sequence DRB1_0802. The binding affinity (normalized) is 0.345. (2) The peptide sequence is GDNACKRTYSDRGWG. The MHC is DRB5_0101 with pseudo-sequence DRB5_0101. The binding affinity (normalized) is 0.547. (3) The peptide sequence is YDKFLANVETVLTGK. The MHC is DRB1_1302 with pseudo-sequence DRB1_1302. The binding affinity (normalized) is 0.474. (4) The peptide sequence is TKIMSSKRILERESV. The MHC is DRB1_1302 with pseudo-sequence DRB1_1302. The binding affinity (normalized) is 0.351. (5) The peptide sequence is YLIIGILTL. The MHC is HLA-DQA10102-DQB10501 with pseudo-sequence HLA-DQA10102-DQB10501. The binding affinity (normalized) is 0.587.